From a dataset of Forward reaction prediction with 1.9M reactions from USPTO patents (1976-2016). Predict the product of the given reaction. (1) Given the reactants [OH:1][C:2]1[CH:11]=[CH:10][C:9]([CH3:12])=[CH:8][C:3]=1[C:4]([O:6][CH3:7])=[O:5].Br[CH2:14][CH2:15][CH:16]=[CH2:17].C(=O)([O-])[O-].[Cs+].[Cs+], predict the reaction product. The product is: [CH2:17]([O:1][C:2]1[CH:11]=[CH:10][C:9]([CH3:12])=[CH:8][C:3]=1[C:4]([O:6][CH3:7])=[O:5])[CH2:16][CH:15]=[CH2:14]. (2) The product is: [O:1]=[C:2]([CH3:19])[CH2:3][CH2:4][C:5]1[CH:10]=[CH:9][N:8]2[C:11]([C:14]([OH:16])=[O:15])=[CH:12][N:13]=[C:7]2[CH:6]=1. Given the reactants [O:1]=[C:2]([CH3:19])[CH2:3][CH2:4][C:5]1[CH:10]=[CH:9][N:8]2[C:11]([C:14]([O:16]CC)=[O:15])=[CH:12][N:13]=[C:7]2[CH:6]=1.[Li+].[OH-].C(O)(=O)CC(CC(O)=O)(C(O)=O)O, predict the reaction product. (3) Given the reactants Br[C:2]1[CH:3]=[C:4]2[C:25](=[CH:26][CH:27]=1)[C:8]1[NH:9][C:10]([C@@H:12]3[CH2:17][C@@H:16]4[C@@H:14]([CH2:15]4)[N:13]3[C:18]([O:20][C:21]([CH3:24])([CH3:23])[CH3:22])=[O:19])=[N:11][C:7]=1[CH:6]=[CH:5]2.[CH3:28][C:29]1([CH3:45])[C:33]([CH3:35])([CH3:34])[O:32][B:31]([B:31]2[O:32][C:33]([CH3:35])([CH3:34])[C:29]([CH3:45])([CH3:28])[O:30]2)[O:30]1.CC([O-])=O.[K+], predict the reaction product. The product is: [CH3:28][C:29]1([CH3:45])[C:33]([CH3:35])([CH3:34])[O:32][B:31]([C:2]2[CH:3]=[C:4]3[C:25](=[CH:26][CH:27]=2)[C:8]2[NH:9][C:10]([C@@H:12]4[CH2:17][C@@H:16]5[C@@H:14]([CH2:15]5)[N:13]4[C:18]([O:20][C:21]([CH3:24])([CH3:23])[CH3:22])=[O:19])=[N:11][C:7]=2[CH:6]=[CH:5]3)[O:30]1.